This data is from Full USPTO retrosynthesis dataset with 1.9M reactions from patents (1976-2016). The task is: Predict the reactants needed to synthesize the given product. The reactants are: [O:1]=[C:2]1[NH:10][C:5]2=[N:6][CH:7]=[CH:8][CH:9]=[C:4]2[C@:3]21[CH2:24][C:13]1[CH:14]=[C:15]3[C:20](=[CH:21][C:12]=1[CH2:11]2)[N:19]=[C:18]([CH:22]=[O:23])[CH:17]=[CH:16]3.NC1C=C2C(=CC=1)CC1(C3C(=NC=CC=3)NC1=O)C2. Given the product [O:1]=[C:2]1[NH:10][C:5]2=[N:6][CH:7]=[CH:8][CH:9]=[C:4]2[C:3]21[CH2:24][C:13]1[CH:14]=[C:15]3[C:20](=[CH:21][C:12]=1[CH2:11]2)[N:19]=[C:18]([CH:22]=[O:23])[CH:17]=[CH:16]3, predict the reactants needed to synthesize it.